Dataset: Full USPTO retrosynthesis dataset with 1.9M reactions from patents (1976-2016). Task: Predict the reactants needed to synthesize the given product. Given the product [CH:1]1([N:5]2[CH2:11][CH2:10][C:9]3[CH:12]=[CH:13][C:14]([CH2:16][C:17]4[CH:25]=[CH:24][C:20]([C:21]([NH2:32])=[O:22])=[CH:19][CH:18]=4)=[CH:15][C:8]=3[CH2:7][CH2:6]2)[CH2:4][CH2:3][CH2:2]1, predict the reactants needed to synthesize it. The reactants are: [CH:1]1([N:5]2[CH2:11][CH2:10][C:9]3[CH:12]=[CH:13][C:14]([CH2:16][C:17]4[CH:25]=[CH:24][C:20]([C:21](O)=[O:22])=[CH:19][CH:18]=4)=[CH:15][C:8]=3[CH2:7][CH2:6]2)[CH2:4][CH2:3][CH2:2]1.C1([N:32]=C=NC2CCCCC2)CCCCC1.ON1C2C=CC=CC=2N=N1.N.